This data is from Peptide-MHC class II binding affinity with 134,281 pairs from IEDB. The task is: Regression. Given a peptide amino acid sequence and an MHC pseudo amino acid sequence, predict their binding affinity value. This is MHC class II binding data. (1) The peptide sequence is AAATAGTTPYGAFAA. The MHC is HLA-DQA10501-DQB10301 with pseudo-sequence HLA-DQA10501-DQB10301. The binding affinity (normalized) is 0.560. (2) The peptide sequence is QYMRADQAAGGLR. The MHC is DRB1_0401 with pseudo-sequence DRB1_0401. The binding affinity (normalized) is 0. (3) The peptide sequence is AAATAGPTVYGAFAA. The MHC is HLA-DQA10401-DQB10402 with pseudo-sequence HLA-DQA10401-DQB10402. The binding affinity (normalized) is 0.503. (4) The peptide sequence is YRSLQPEEFAVVDLS. The MHC is DRB1_1602 with pseudo-sequence DRB1_1602. The binding affinity (normalized) is 0.446. (5) The peptide sequence is AAATAGDTVYGAFAA. The MHC is HLA-DQA10102-DQB10602 with pseudo-sequence HLA-DQA10102-DQB10602. The binding affinity (normalized) is 0.548.